Dataset: Catalyst prediction with 721,799 reactions and 888 catalyst types from USPTO. Task: Predict which catalyst facilitates the given reaction. (1) Reactant: [N+:1]([C:4]1[CH:5]=[C:6]([CH:16]=[CH:17][CH:18]=1)[C:7]([NH:9][CH:10]1[CH2:15][CH2:14][O:13][CH2:12][CH2:11]1)=[O:8])([O-])=O.C([O-])=O.[NH4+]. Product: [NH2:1][C:4]1[CH:5]=[C:6]([CH:16]=[CH:17][CH:18]=1)[C:7]([NH:9][CH:10]1[CH2:15][CH2:14][O:13][CH2:12][CH2:11]1)=[O:8]. The catalyst class is: 19. (2) Reactant: [H-].[Na+].C(OP([CH2:11][CH2:12][O:13][CH2:14][C:15]([O:17][CH2:18][CH3:19])=[O:16])(OCC)=O)C.[CH2:20]([O:22][CH2:23][CH2:24][O:25][C:26]1[CH:27]=[C:28]([CH:31]=[CH:32][C:33]=1[I:34])[CH:29]=O)[CH3:21].O. Product: [CH2:20]([O:22][CH2:23][CH2:24][O:25][C:26]1[CH:27]=[C:28](/[CH:29]=[C:14](\[O:13][CH2:12][CH3:11])/[C:15]([O:17][CH2:18][CH3:19])=[O:16])[CH:31]=[CH:32][C:33]=1[I:34])[CH3:21]. The catalyst class is: 7. (3) Reactant: [OH:1][CH:2]1[CH2:5][N:4]([C:6]([CH:8]2[CH2:14][CH2:13][CH2:12][N:11]([C:15]([O:17][CH2:18][C:19]3[CH:24]=[CH:23][CH:22]=[CH:21][CH:20]=3)=[O:16])[CH2:10][CH2:9]2)=[O:7])[CH2:3]1.Cl[C:26]1[CH:31]=[CH:30][N:29]=[C:28]([CH3:32])[CH:27]=1.[H-].[Na+]. Product: [CH3:32][C:28]1[N:29]=[CH:30][C:31]([O:1][CH:2]2[CH2:3][N:4]([C:6]([CH:8]3[CH2:14][CH2:13][CH2:12][N:11]([C:15]([O:17][CH2:18][C:19]4[CH:24]=[CH:23][CH:22]=[CH:21][CH:20]=4)=[O:16])[CH2:10][CH2:9]3)=[O:7])[CH2:5]2)=[CH:26][CH:27]=1. The catalyst class is: 197. (4) Reactant: [NH2:1][C:2]1[C:7]([N+:8]([O-])=O)=[C:6]([N:11]2[CH2:16][CH2:15][N:14]([CH2:17][C:18]([NH:20][C:21]3[S:22][CH:23]=[CH:24][N:25]=3)=[O:19])[CH2:13][CH2:12]2)[C:5]([Br:26])=[CH:4][N:3]=1.[CH:27](=O)[C:28]1[CH:33]=[CH:32][CH:31]=[CH:30][CH:29]=1.[O-]S(S([O-])=O)=O.[Na+].[Na+]. Product: [Br:26][C:5]1[C:6]([N:11]2[CH2:16][CH2:15][N:14]([CH2:17][C:18]([NH:20][C:21]3[S:22][CH:23]=[CH:24][N:25]=3)=[O:19])[CH2:13][CH2:12]2)=[C:7]2[N:8]=[C:27]([C:28]3[CH:33]=[CH:32][CH:31]=[CH:30][CH:29]=3)[NH:1][C:2]2=[N:3][CH:4]=1. The catalyst class is: 8. (5) The catalyst class is: 32. Product: [ClH:33].[ClH:33].[NH2:1][C:2]1[C:6]2[CH2:7][NH:8][CH2:9][CH2:10][C:5]=2[N:4]([C:18]2[CH:19]=[CH:20][C:21]([O:24][C:25]3[CH:30]=[CH:29][CH:28]=[CH:27][CH:26]=3)=[CH:22][CH:23]=2)[C:3]=1[C:31]#[N:32]. Reactant: [NH2:1][C:2]1[C:6]2[CH2:7][N:8](C(OC(C)(C)C)=O)[CH2:9][CH2:10][C:5]=2[N:4]([C:18]2[CH:23]=[CH:22][C:21]([O:24][C:25]3[CH:30]=[CH:29][CH:28]=[CH:27][CH:26]=3)=[CH:20][CH:19]=2)[C:3]=1[C:31]#[N:32].[ClH:33]. (6) Reactant: [NH2:1][C:2]1[C:7]([NH2:8])=[CH:6][C:5]([C:9]2[CH:14]=[CH:13][CH:12]=[CH:11][C:10]=2[C:15]([F:18])([F:17])[F:16])=[CH:4][C:3]=1[CH2:19][CH2:20][C:21]([CH3:24])([OH:23])[CH3:22].C1CN([P+](Br)(N2CCCC2)N2CCCC2)CC1.F[P-](F)(F)(F)(F)F.CCN(C(C)C)C(C)C.[O:58]1[C:62]2([CH2:67][CH2:66][CH2:65][CH2:64][CH2:63]2)[CH2:61][C:60]([C:68](O)=[O:69])=[N:59]1. Product: [NH2:1][C:2]1[C:3]([CH2:19][CH2:20][C:21]([OH:23])([CH3:24])[CH3:22])=[CH:4][C:5]([C:9]2[CH:14]=[CH:13][CH:12]=[CH:11][C:10]=2[C:15]([F:16])([F:17])[F:18])=[CH:6][C:7]=1[NH:8][C:68]([C:60]1[CH2:61][C:62]2([CH2:63][CH2:64][CH2:65][CH2:66][CH2:67]2)[O:58][N:59]=1)=[O:69]. The catalyst class is: 2. (7) Reactant: [CH3:1][C:2]([S:7]([C:10]1[CH:15]=[CH:14][CH:13]=[C:12]([O:16][C:17]([F:20])([F:19])[F:18])[CH:11]=1)(=[O:9])=[O:8])([CH3:6])[C:3]([OH:5])=O.CN(C(ON1N=NC2C=CC=NC1=2)=[N+](C)C)C.F[P-](F)(F)(F)(F)F.[Cl:45][C:46]1[CH:47]=[C:48]([CH:57]=[CH:58][C:59]=1[F:60])[O:49][C:50]1[N:55]=[CH:54][C:53]([NH2:56])=[CH:52][CH:51]=1. Product: [Cl:45][C:46]1[CH:47]=[C:48]([CH:57]=[CH:58][C:59]=1[F:60])[O:49][C:50]1[N:55]=[CH:54][C:53]([NH:56][C:3](=[O:5])[C:2]([CH3:1])([S:7]([C:10]2[CH:15]=[CH:14][CH:13]=[C:12]([O:16][C:17]([F:20])([F:19])[F:18])[CH:11]=2)(=[O:9])=[O:8])[CH3:6])=[CH:52][CH:51]=1. The catalyst class is: 2.